From a dataset of Catalyst prediction with 721,799 reactions and 888 catalyst types from USPTO. Predict which catalyst facilitates the given reaction. (1) Reactant: [N+:1]([C:4]1[CH:9]=[C:8]([N+:10]([O-])=O)[CH:7]=[CH:6][C:5]=1[CH2:13][C:14]([O:16][C:17]([CH3:20])([CH3:19])[CH3:18])=[O:15])([O-])=O.[H][H].ClCCl.CO. Product: [NH2:1][C:4]1[CH:9]=[C:8]([NH2:10])[CH:7]=[CH:6][C:5]=1[CH2:13][C:14]([O:16][C:17]([CH3:20])([CH3:19])[CH3:18])=[O:15]. The catalyst class is: 43. (2) Reactant: [CH2:1]([O:3][C:4](=[O:42])[CH2:5][CH2:6][CH2:7][O:8][C:9]1[CH:14]=[CH:13][CH:12]=[C:11]([CH2:15][CH2:16][CH2:17][CH2:18][CH2:19][CH2:20][O:21][C:22]2[CH:27]=[C:26]([S:28]([CH:31]([CH3:33])[CH3:32])(=[O:30])=[O:29])[CH:25]=[C:24](Br)[CH:23]=2)[C:10]=1[CH2:35][CH2:36][C:37]([O:39][CH2:40][CH3:41])=[O:38])[CH3:2].[C:43](=[O:46])([O-])[O-:44].[Cs+].[Cs+]. Product: [CH2:1]([O:3][C:4](=[O:42])[CH2:5][CH2:6][CH2:7][O:8][C:9]1[CH:14]=[CH:13][CH:12]=[C:11]([CH2:15][CH2:16][CH2:17][CH2:18][CH2:19][CH2:20][O:21][C:22]2[CH:27]=[C:26]([S:28]([CH:31]([CH3:33])[CH3:32])(=[O:30])=[O:29])[CH:25]=[C:24]([C:9]3[CH:14]=[CH:13][C:12]4[O:44][CH2:43][O:46][C:11]=4[CH:10]=3)[CH:23]=2)[C:10]=1[CH2:35][CH2:36][C:37]([O:39][CH2:40][CH3:41])=[O:38])[CH3:2]. The catalyst class is: 140. (3) Reactant: [CH:1]12[CH2:10][CH:5]3[CH2:6][CH:7]([CH2:9][CH:3]([CH2:4]3)[CH:2]1[N:11]1[C:14](=[O:15])[C:13]([CH3:17])([CH3:16])[NH:12]1)[CH2:8]2.C(=O)([O-])[O-].[K+].[K+].[CH2:24]([O:26][C:27](=[O:30])[CH2:28]Br)[CH3:25].O. Product: [CH3:16][C:13]1([CH3:17])[N:12]([CH2:28][C:27]([O:26][CH2:24][CH3:25])=[O:30])[N:11]([CH:2]2[CH:3]3[CH2:4][CH:5]4[CH2:6][CH:7]([CH2:8][CH:1]2[CH2:10]4)[CH2:9]3)[C:14]1=[O:15]. The catalyst class is: 9. (4) Reactant: [CH2:1]([N:19]([CH2:25][CH2:26][CH2:27][CH2:28][CH2:29][CH2:30][CH2:31][CH2:32][CH2:33][CH2:34][CH2:35][CH2:36][CH2:37][CH2:38][CH2:39][CH2:40][CH2:41][CH3:42])[CH2:20][C:21](OC)=[O:22])[CH2:2][CH2:3][CH2:4][CH2:5][CH2:6][CH2:7][CH2:8][CH2:9][CH2:10][CH2:11][CH2:12][CH2:13][CH2:14][CH2:15][CH2:16][CH2:17][CH3:18].[H-].[H-].[H-].[H-].[Li+].[Al+3]. Product: [CH2:25]([N:19]([CH2:1][CH2:2][CH2:3][CH2:4][CH2:5][CH2:6][CH2:7][CH2:8][CH2:9][CH2:10][CH2:11][CH2:12][CH2:13][CH2:14][CH2:15][CH2:16][CH2:17][CH3:18])[CH2:20][CH2:21][OH:22])[CH2:26][CH2:27][CH2:28][CH2:29][CH2:30][CH2:31][CH2:32][CH2:33][CH2:34][CH2:35][CH2:36][CH2:37][CH2:38][CH2:39][CH2:40][CH2:41][CH3:42]. The catalyst class is: 1. (5) Reactant: [N-]=[C:2]=S.[C:4]([C:8]1[CH:9]=[CH:10][CH:11]=[CH:12][CH:13]=1)([CH3:7])([CH3:6])[CH3:5].[NH2:14][C:15]1[CH:16]=[C:17]([CH:36]=[CH:37][C:38]=1NC)[O:18][C:19]1[CH:24]=[CH:23][N:22]=[C:21]([NH:25][C:26](=[O:35])[CH2:27][N:28]2[CH2:33][CH2:32][CH:31]([CH3:34])[CH2:30][CH2:29]2)[CH:20]=1.[NH2:41][C:42]([NH2:44])=S. Product: [C:4]([C:8]1[CH:13]=[C:12]([NH:41][C:42]2[N:44]([CH3:2])[C:38]3[CH:37]=[CH:36][C:17]([O:18][C:19]4[CH:24]=[CH:23][N:22]=[C:21]([NH:25][C:26](=[O:35])[CH2:27][N:28]5[CH2:29][CH2:30][CH:31]([CH3:34])[CH2:32][CH2:33]5)[CH:20]=4)=[CH:16][C:15]=3[N:14]=2)[CH:11]=[CH:10][CH:9]=1)([CH3:7])([CH3:6])[CH3:5]. The catalyst class is: 5. (6) Reactant: Br[C:2]1[N:7]=[CH:6][C:5]([C:8]([N:10]2[CH2:15][CH2:14][N:13]([C:16]3[CH:21]=[CH:20][C:19]([CH3:22])=[CH:18][C:17]=3[CH3:23])[CH2:12][CH2:11]2)=[O:9])=[CH:4][CH:3]=1.[I-:24].[Na+]. Product: [CH3:23][C:17]1[CH:18]=[C:19]([CH3:22])[CH:20]=[CH:21][C:16]=1[N:13]1[CH2:14][CH2:15][N:10]([C:8]([C:5]2[CH:6]=[N:7][C:2]([I:24])=[CH:3][CH:4]=2)=[O:9])[CH2:11][CH2:12]1. The catalyst class is: 205. (7) Reactant: [CH3:1][C:2]1([CH3:39])[CH2:7][CH2:6][C:5]([C:8]2[CH:13]=[C:12]([CH2:14][CH2:15][S:16](=[O:20])(=[O:19])[NH:17][CH3:18])[CH:11]=[CH:10][C:9]=2[NH:21][C:22]([C:24]2[N:25](COCC[Si](C)(C)C)[CH:26]=[C:27]([C:29]#[N:30])[N:28]=2)=[O:23])=[CH:4][CH2:3]1.CO.C(O)(C(F)(F)F)=O. Product: [CH3:1][C:2]1([CH3:39])[CH2:7][CH2:6][C:5]([C:8]2[CH:13]=[C:12]([CH2:14][CH2:15][S:16](=[O:20])(=[O:19])[NH:17][CH3:18])[CH:11]=[CH:10][C:9]=2[NH:21][C:22]([C:24]2[NH:25][CH:26]=[C:27]([C:29]#[N:30])[N:28]=2)=[O:23])=[CH:4][CH2:3]1. The catalyst class is: 2. (8) Reactant: C([O:8][C:9]1[CH:18]=[C:17]2[C:12]([C:13]([O:19][C:20]3[C:21]([C:28]4[CH:33]=[CH:32][C:31]([CH3:34])=[CH:30][N:29]=4)=[N:22][C:23]([CH3:27])=[C:24]([CH3:26])[CH:25]=3)=[CH:14][CH:15]=[N:16]2)=[CH:11][C:10]=1[O:35][CH3:36])C1C=CC=CC=1.CS(O)(=O)=O. Product: [CH3:36][O:35][C:10]1[CH:11]=[C:12]2[C:17](=[CH:18][C:9]=1[OH:8])[N:16]=[CH:15][CH:14]=[C:13]2[O:19][C:20]1[C:21]([C:28]2[CH:33]=[CH:32][C:31]([CH3:34])=[CH:30][N:29]=2)=[N:22][C:23]([CH3:27])=[C:24]([CH3:26])[CH:25]=1. The catalyst class is: 55.